Dataset: Reaction yield outcomes from USPTO patents with 853,638 reactions. Task: Predict the reaction yield, written as a fraction of the theoretical maximum amount of product (1.0 means a 100% yield; for example, 0.34 means a 34% yield). (1) The reactants are [F:1][C:2]1[CH:3]=[CH:4][C:5]2[O:9][C:8]([C:10]([O:12][CH3:13])=[O:11])=[C:7]([CH3:14])[C:6]=2[CH:15]=1.[Br:16]N1C(=O)CCC1=O.N(C(C)(C)C#N)=NC(C)(C)C#N. The catalyst is C(#N)C. The product is [Br:16][CH2:14][C:7]1[C:6]2[CH:15]=[C:2]([F:1])[CH:3]=[CH:4][C:5]=2[O:9][C:8]=1[C:10]([O:12][CH3:13])=[O:11]. The yield is 0.710. (2) The reactants are [C:1]1([S:7](Cl)(=[O:9])=[O:8])[CH:6]=[CH:5][CH:4]=[CH:3][CH:2]=1.[NH:11]1[CH2:15][CH2:14][CH2:13][CH2:12]1. The catalyst is CC(C)=O. The product is [C:1]1([S:7]([N:11]2[CH2:15][CH2:14][CH2:13][CH2:12]2)(=[O:9])=[O:8])[CH:6]=[CH:5][CH:4]=[CH:3][CH:2]=1. The yield is 0.860. (3) The catalyst is C(Cl)Cl.O. The reactants are [CH3:1][O:2][C:3]1[CH:8]=[CH:7][C:6]([CH2:9][C@H:10]([NH:14][C:15](=[O:28])[C@@H:16]([NH:18][C:19](=[O:27])[CH2:20][N:21]2[CH2:26][CH2:25][O:24][CH2:23][CH2:22]2)[CH3:17])[C:11](O)=[O:12])=[CH:5][CH:4]=1.[NH2:29][C@@H:30]([CH2:37][C:38]1[CH2:42][CH2:41][CH2:40][CH:39]=1)[C:31]([C@@:33]1([CH3:36])[CH2:35][O:34]1)=[O:32].CN(C(ON1N=NC2C=CC=NC1=2)=[N+](C)C)C.F[P-](F)(F)(F)(F)F.CCN(C(C)C)C(C)C. The yield is 0.180. The product is [C:38]1([CH2:37][C@H:30]([NH:29][C:11](=[O:12])[C@@H:10]([NH:14][C:15](=[O:28])[C@@H:16]([NH:18][C:19](=[O:27])[CH2:20][N:21]2[CH2:22][CH2:23][O:24][CH2:25][CH2:26]2)[CH3:17])[CH2:9][C:6]2[CH:7]=[CH:8][C:3]([O:2][CH3:1])=[CH:4][CH:5]=2)[C:31]([C@@:33]2([CH3:36])[CH2:35][O:34]2)=[O:32])[CH2:42][CH2:41][CH2:40][CH:39]=1. (4) The reactants are [Br:1][C:2]1[CH:3]=[C:4]2[C:9](=[CH:10][CH:11]=1)[N:8]([CH:12]=O)[CH2:7][CH2:6][C:5]2([CH3:15])[CH3:14].[CH2:16]([Mg]Br)[CH3:17].C(OCC)C. The catalyst is O1CCCC1. The product is [Br:1][C:2]1[CH:3]=[C:4]2[C:9](=[CH:10][CH:11]=1)[N:8]([CH:12]1[CH2:17][CH2:16]1)[CH2:7][CH2:6][C:5]2([CH3:15])[CH3:14]. The yield is 0.640.